Predict which catalyst facilitates the given reaction. From a dataset of Catalyst prediction with 721,799 reactions and 888 catalyst types from USPTO. Reactant: C(N(CC)CC)C.[NH2:8][CH2:9][CH2:10][CH2:11][CH2:12][N:13]1[C:25]2[C:24]3[CH:23]=[CH:22][CH:21]=[CH:20][C:19]=3[N:18]=[C:17]([NH2:26])[C:16]=2[N:15]=[C:14]1[CH2:27][CH3:28].[C:29]1([S:35](Cl)(=[O:37])=[O:36])[CH:34]=[CH:33][CH:32]=[CH:31][CH:30]=1. Product: [NH2:26][C:17]1[C:16]2[N:15]=[C:14]([CH2:27][CH3:28])[N:13]([CH2:12][CH2:11][CH2:10][CH2:9][NH:8][S:35]([C:29]3[CH:34]=[CH:33][CH:32]=[CH:31][CH:30]=3)(=[O:37])=[O:36])[C:25]=2[C:24]2[CH:23]=[CH:22][CH:21]=[CH:20][C:19]=2[N:18]=1. The catalyst class is: 22.